From a dataset of Full USPTO retrosynthesis dataset with 1.9M reactions from patents (1976-2016). Predict the reactants needed to synthesize the given product. (1) The reactants are: [NH2:1][C:2]1[CH:9]=[C:8](F)[C:5]([C:6]#[N:7])=[CH:4][N:3]=1.[F:11][C:12]([F:18])([F:17])[O:13][CH2:14][CH2:15][NH2:16]. Given the product [NH2:1][C:2]1[CH:9]=[C:8]([NH:16][CH2:15][CH2:14][O:13][C:12]([F:18])([F:17])[F:11])[C:5]([C:6]#[N:7])=[CH:4][N:3]=1, predict the reactants needed to synthesize it. (2) Given the product [CH3:31][N:29]([CH3:30])[CH2:28][CH2:27][CH2:26][O:25][C:3]1[C:2]([F:1])=[CH:24][C:6]2[N:7]=[C:8]([C:10]3[C:14]([NH2:15])=[CH:13][N:12]([CH:18]4[CH2:23][CH2:22][CH2:21][CH2:20][O:19]4)[N:11]=3)[NH:9][C:5]=2[CH:4]=1, predict the reactants needed to synthesize it. The reactants are: [F:1][C:2]1[C:3]([O:25][CH2:26][CH2:27][CH2:28][N:29]([CH3:31])[CH3:30])=[CH:4][C:5]2[NH:9][C:8]([C:10]3[C:14]([N+:15]([O-])=O)=[CH:13][N:12]([CH:18]4[CH2:23][CH2:22][CH2:21][CH2:20][O:19]4)[N:11]=3)=[N:7][C:6]=2[CH:24]=1.[H][H]. (3) Given the product [F:14][C:15]1[C:16]([N:22]2[CH:26]=[CH:25][C:24]([NH:27][C:5](=[O:6])[C:4]3[CH:8]=[CH:9][CH:10]=[CH:11][C:3]=3[C:2]([F:13])([F:12])[F:1])=[N:23]2)=[N:17][CH:18]=[CH:19][C:20]=1[I:21], predict the reactants needed to synthesize it. The reactants are: [F:1][C:2]([F:13])([F:12])[C:3]1[CH:11]=[CH:10][CH:9]=[CH:8][C:4]=1[C:5](Cl)=[O:6].[F:14][C:15]1[C:16]([N:22]2[CH:26]=[CH:25][C:24]([NH2:27])=[N:23]2)=[N:17][CH:18]=[CH:19][C:20]=1[I:21].C(N(CC)CC)C. (4) Given the product [F:17][C:14]1[CH:15]=[C:16]2[C:11](=[CH:12][CH:13]=1)[NH:10][CH:9]=[C:8]2[C:6]1[CH:5]=[CH:4][N:3]=[C:2]([NH:25][C:26]2[CH:27]=[CH:28][C:29]([N:32]3[CH2:37][CH2:36][N:35]([C:38]([O:40][CH2:41][CH2:42][N:43]([CH3:45])[CH3:44])=[O:39])[CH2:34][CH2:33]3)=[CH:30][CH:31]=2)[N:7]=1, predict the reactants needed to synthesize it. The reactants are: Cl[C:2]1[N:7]=[C:6]([C:8]2[C:16]3[C:11](=[CH:12][CH:13]=[C:14]([F:17])[CH:15]=3)[N:10](C(OC(C)(C)C)=O)[CH:9]=2)[CH:5]=[CH:4][N:3]=1.[NH2:25][C:26]1[CH:31]=[CH:30][C:29]([N:32]2[CH2:37][CH2:36][N:35]([C:38]([O:40][CH2:41][CH2:42][N:43]([CH3:45])[CH3:44])=[O:39])[CH2:34][CH2:33]2)=[CH:28][CH:27]=1. (5) The reactants are: [CH2:1]([C:3]1[C:4]([O:16]C)=[N:5][C:6]([CH3:15])=[C:7]([C:9]2[O:13][N:12]=[C:11]([CH3:14])[N:10]=2)[CH:8]=1)[CH3:2].[I-].[Na+].Cl[Si](C)(C)C. Given the product [CH2:1]([C:3]1[C:4](=[O:16])[NH:5][C:6]([CH3:15])=[C:7]([C:9]2[O:13][N:12]=[C:11]([CH3:14])[N:10]=2)[CH:8]=1)[CH3:2], predict the reactants needed to synthesize it.